This data is from Reaction yield outcomes from USPTO patents with 853,638 reactions. The task is: Predict the reaction yield, written as a fraction of the theoretical maximum amount of product (1.0 means a 100% yield; for example, 0.34 means a 34% yield). (1) The reactants are [Cl:1][C:2]1[C:3]([F:45])=[C:4]([C@@H:8]2[C@:12]([C:15]3[CH:20]=[CH:19][C:18]([Cl:21])=[CH:17][C:16]=3[F:22])([C:13]#[N:14])[C@H:11]([CH2:23][C:24]([CH3:27])([CH3:26])[CH3:25])[NH:10][C@H:9]2[C:28]([NH:30][C:31]2[CH:39]=[CH:38][C:34]([C:35]([OH:37])=[O:36])=[CH:33][C:32]=2[O:40][C:41](F)(F)F)=[O:29])[CH:5]=[CH:6][CH:7]=1.[CH:46](=O)[CH:47]([CH3:49])[CH3:48].[CH3:51]C(O)=O. The catalyst is C(Cl)Cl. The product is [CH3:51][O:37][C:35](=[O:36])[C:34]1[CH:38]=[CH:39][C:31]([N:30]2[C:28](=[O:29])[C@H:9]3[C@H:8]([C:4]4[CH:5]=[CH:6][CH:7]=[C:2]([Cl:1])[C:3]=4[F:45])[C@:12]([C:15]4[CH:20]=[CH:19][C:18]([Cl:21])=[CH:17][C:16]=4[F:22])([C:13]#[N:14])[C@H:11]([CH2:23][C:24]([CH3:27])([CH3:26])[CH3:25])[N:10]3[C@@H:46]2[CH:47]([CH3:49])[CH3:48])=[C:32]([O:40][CH3:41])[CH:33]=1. The yield is 0.952. (2) The reactants are C1C2C(CO[C:16]([N:18]([CH2:34][C:35]3[N:39]([CH3:40])[C:38]4[CH:41]=[CH:42][CH:43]=[CH:44][C:37]=4[N:36]=3)[CH2:19][CH2:20][NH:21][C@@H:22]([C:30]([CH3:33])([CH3:32])[CH3:31])[C:23]([O:25][C:26]([CH3:29])([CH3:28])[CH3:27])=[O:24])=[O:17])C3C(=CC=CC=3)C=2C=CC=1.C(NCC)C.C(=O)(OC1C=CC([N+]([O-])=O)=CC=1)OC1C=CC([N+]([O-])=O)=CC=1. The catalyst is CN(C)C=O.ClCCCl. The product is [CH3:31][C:30]([CH3:32])([CH3:33])[C@H:22]([N:21]1[CH2:20][CH2:19][N:18]([CH2:34][C:35]2[N:39]([CH3:40])[C:38]3[CH:41]=[CH:42][CH:43]=[CH:44][C:37]=3[N:36]=2)[C:16]1=[O:17])[C:23]([O:25][C:26]([CH3:28])([CH3:27])[CH3:29])=[O:24]. The yield is 0.640. (3) The reactants are [N:1]1([C:7]2[N:8]=[C:9](O)[C:10]3[CH2:16][CH2:15][N:14]([C:17]4[C:22]([C:23]([F:26])([F:25])[F:24])=[CH:21][CH:20]=[CH:19][N:18]=4)[CH2:13][CH2:12][C:11]=3[N:27]=2)[CH2:6][CH2:5][CH2:4][CH2:3][CH2:2]1.O=P(Cl)(Cl)[Cl:31]. The catalyst is CC#N.CCOC(C)=O. The product is [Cl:31][C:9]1[C:10]2[CH2:16][CH2:15][N:14]([C:17]3[C:22]([C:23]([F:24])([F:25])[F:26])=[CH:21][CH:20]=[CH:19][N:18]=3)[CH2:13][CH2:12][C:11]=2[N:27]=[C:7]([N:1]2[CH2:6][CH2:5][CH2:4][CH2:3][CH2:2]2)[N:8]=1. The yield is 0.350. (4) The reactants are C(=O)(OC(C)(C)C)[NH2:2].Br[C:10]1[C:11]([F:20])=[C:12]([CH:17]=[CH:18][CH:19]=1)[C:13]([O:15][CH3:16])=[O:14].C(Cl)(Cl)Cl.C(=O)([O-])[O-].[Cs+].[Cs+].N#N.C(O)(C(F)(F)F)=O. The catalyst is C1C=CC(/C=C/C(/C=C/C2C=CC=CC=2)=O)=CC=1.C1C=CC(/C=C/C(/C=C/C2C=CC=CC=2)=O)=CC=1.C1C=CC(/C=C/C(/C=C/C2C=CC=CC=2)=O)=CC=1.[Pd].[Pd].CC1(C)C2C(=C(P(C3C=CC=CC=3)C3C=CC=CC=3)C=CC=2)OC2C(P(C3C=CC=CC=3)C3C=CC=CC=3)=CC=CC1=2.C1(C)C=CC=CC=1. The product is [NH2:2][C:10]1[C:11]([F:20])=[C:12]([CH:17]=[CH:18][CH:19]=1)[C:13]([O:15][CH3:16])=[O:14]. The yield is 0.760. (5) The reactants are [CH3:1][N:2]1[C:6]([CH:7]=[O:8])=[CH:5][N:4]=[CH:3]1.[C:9]1([C:15]#[C:16][Mg]Br)[CH:14]=[CH:13][CH:12]=[CH:11][CH:10]=1.C1COCC1. The catalyst is O1CCOCC1.[Cl-].[Na+].O. The product is [CH3:1][N:2]1[C:6]([CH:7]([OH:8])[C:16]#[C:15][C:9]2[CH:14]=[CH:13][CH:12]=[CH:11][CH:10]=2)=[CH:5][N:4]=[CH:3]1. The yield is 0.640.